From a dataset of Forward reaction prediction with 1.9M reactions from USPTO patents (1976-2016). Predict the product of the given reaction. (1) Given the reactants [CH3:1][C:2]([CH3:8])([CH3:7])[C:3]([NH:5][NH2:6])=[O:4].[Cl:9][CH2:10][C:11](Cl)=[O:12].C(=O)([O-])O.[Na+], predict the reaction product. The product is: [Cl:9][CH2:10][C:11]([NH:6][NH:5][C:3](=[O:4])[C:2]([CH3:8])([CH3:7])[CH3:1])=[O:12]. (2) Given the reactants [F:1][C:2]1[CH:10]=[C:9]2[C:5]([C:6]([C:12]3[N:13]=[C:14]4[C:20]([C:21](O)=[O:22])=[CH:19][NH:18][C:15]4=[N:16][CH:17]=3)=[N:7][N:8]2[CH3:11])=[CH:4][CH:3]=1.Cl.[CH3:25][C:26]1([NH2:31])[CH2:30][CH2:29][CH2:28][CH2:27]1.CN(C(ON1N=NC2C=CC=NC1=2)=[N+](C)C)C.F[P-](F)(F)(F)(F)F.CCN(C(C)C)C(C)C, predict the reaction product. The product is: [F:1][C:2]1[CH:10]=[C:9]2[C:5]([C:6]([C:12]3[N:13]=[C:14]4[C:20]([C:21]([NH:31][C:26]5([CH3:25])[CH2:30][CH2:29][CH2:28][CH2:27]5)=[O:22])=[CH:19][NH:18][C:15]4=[N:16][CH:17]=3)=[N:7][N:8]2[CH3:11])=[CH:4][CH:3]=1. (3) Given the reactants [F:1][CH:2]([F:12])[O:3][C:4]1[CH:11]=[CH:10][C:7]([CH2:8][NH2:9])=[CH:6][CH:5]=1.C(N(CC)CC)C.[CH2:20]([S:27](Cl)(=[O:29])=[O:28])[C:21]1[CH:26]=[CH:25][CH:24]=[CH:23][CH:22]=1, predict the reaction product. The product is: [F:1][CH:2]([F:12])[O:3][C:4]1[CH:5]=[CH:6][C:7]([CH2:8][NH:9][S:27]([CH2:20][C:21]2[CH:26]=[CH:25][CH:24]=[CH:23][CH:22]=2)(=[O:29])=[O:28])=[CH:10][CH:11]=1.